Dataset: Forward reaction prediction with 1.9M reactions from USPTO patents (1976-2016). Task: Predict the product of the given reaction. (1) Given the reactants Br[C:2]1[CH:7]=[CH:6][C:5]([Cl:8])=[C:4]([F:9])[C:3]=1[F:10].C([Mg]Cl)(C)C.C(O[B:20]1[O:24][C:23]([CH3:26])([CH3:25])[C:22]([CH3:28])([CH3:27])[O:21]1)(C)C, predict the reaction product. The product is: [Cl:8][C:5]1[CH:6]=[CH:7][C:2]([B:20]2[O:24][C:23]([CH3:26])([CH3:25])[C:22]([CH3:28])([CH3:27])[O:21]2)=[C:3]([F:10])[C:4]=1[F:9]. (2) Given the reactants [OH:1][C:2]1[C:3]([C:18]([O:20][CH3:21])=[O:19])=[C:4]([C:14]([O:16][CH3:17])=[O:15])[C:5]([CH2:8][CH2:9][C:10]([O:12][CH3:13])=[O:11])=[N:6][CH:7]=1.C(=O)([O-])[O-].[K+].[K+].Br[CH2:29][C:30]([O:32][CH3:33])=[O:31], predict the reaction product. The product is: [CH3:33][O:32][C:30](=[O:31])[CH2:29][O:1][C:2]1[C:3]([C:18]([O:20][CH3:21])=[O:19])=[C:4]([C:14]([O:16][CH3:17])=[O:15])[C:5]([CH2:8][CH2:9][C:10]([O:12][CH3:13])=[O:11])=[N:6][CH:7]=1. (3) The product is: [CH:18]1([N:7]([CH:1]2[CH2:6][CH2:5][CH2:4][CH2:3][CH2:2]2)[C:8]([NH:10][C:11]2[S:12][C:13]([CH2:16][OH:17])=[CH:14][N:15]=2)=[O:9])[CH2:19][CH2:20][CH2:21][CH2:22][CH2:23]1. Given the reactants [CH:1]1([N:7]([CH:18]2[CH2:23][CH2:22][CH2:21][CH2:20][CH2:19]2)[C:8]([NH:10][C:11]2[S:12][C:13]([CH:16]=[O:17])=[CH:14][N:15]=2)=[O:9])[CH2:6][CH2:5][CH2:4][CH2:3][CH2:2]1.[BH4-].[Li+], predict the reaction product. (4) Given the reactants [Br:1][C:2]1[CH:3]=[C:4]([C:10]([CH3:14])([CH3:13])[C:11]#N)[CH:5]=[CH:6][C:7]=1[O:8][CH3:9].CC(C[AlH]CC(C)C)C.Cl.C1C[O:28]CC1, predict the reaction product. The product is: [Br:1][C:2]1[CH:3]=[C:4]([C:10]([CH3:14])([CH3:13])[CH:11]=[O:28])[CH:5]=[CH:6][C:7]=1[O:8][CH3:9]. (5) Given the reactants [C:1]([C:3]1[CH:4]=[CH:5][C:6]([O:25][C:26]2[CH:31]=[C:30]([CH3:32])[CH:29]=[C:28]([CH3:33])[CH:27]=2)=[C:7]([S:9]([N:12]2[CH2:17][CH2:16][N:15](C(OC(C)(C)C)=O)[CH2:14][CH2:13]2)(=[O:11])=[O:10])[CH:8]=1)#[N:2].[ClH:34], predict the reaction product. The product is: [ClH:34].[CH3:32][C:30]1[CH:31]=[C:26]([CH:27]=[C:28]([CH3:33])[CH:29]=1)[O:25][C:6]1[CH:5]=[CH:4][C:3]([C:1]#[N:2])=[CH:8][C:7]=1[S:9]([N:12]1[CH2:17][CH2:16][NH:15][CH2:14][CH2:13]1)(=[O:11])=[O:10].